Dataset: Forward reaction prediction with 1.9M reactions from USPTO patents (1976-2016). Task: Predict the product of the given reaction. (1) The product is: [C:19]([O:18][C:16]([NH:1][CH:2]([C:6]1[CH:11]=[CH:10][C:9]([O:12][CH3:13])=[CH:8][CH:7]=1)[C:3]([OH:5])=[O:4])=[O:17])([CH3:22])([CH3:21])[CH3:20]. Given the reactants [NH2:1][CH:2]([C:6]1[CH:11]=[CH:10][C:9]([O:12][CH3:13])=[CH:8][CH:7]=1)[C:3]([OH:5])=[O:4].[OH-].[Na+].[C:16](O[C:16]([O:18][C:19]([CH3:22])([CH3:21])[CH3:20])=[O:17])([O:18][C:19]([CH3:22])([CH3:21])[CH3:20])=[O:17], predict the reaction product. (2) Given the reactants [CH3:1][O:2][C:3](=[O:15])[C@@H:4]([OH:14])[C@@H:5]([C:7]1[CH:12]=[CH:11][CH:10]=[CH:9][C:8]=1[Cl:13])[OH:6].[CH2:16](OC(OCC)C)[CH3:17].C1(C)C=CC(S(O)(=O)=O)=CC=1, predict the reaction product. The product is: [CH3:1][O:2][C:3]([C@@H:4]1[C@@H:5]([C:7]2[CH:12]=[CH:11][CH:10]=[CH:9][C:8]=2[Cl:13])[O:6][CH:16]([CH3:17])[O:14]1)=[O:15].